From a dataset of Full USPTO retrosynthesis dataset with 1.9M reactions from patents (1976-2016). Predict the reactants needed to synthesize the given product. (1) Given the product [CH:5]1([C:8]2[NH:36][C:11]3[N:12]=[N:13][C:14]([CH2:16][CH2:17][CH2:18][CH2:19][C:20]4[S:24][C:23]([NH:25][C:26](=[O:35])[C@@H:27]([OH:34])[C:28]5[CH:29]=[CH:30][CH:31]=[CH:32][CH:33]=5)=[N:22][N:21]=4)=[CH:15][C:10]=3[CH:9]=2)[CH2:6][CH2:7]1, predict the reactants needed to synthesize it. The reactants are: CC(O)=O.[CH:5]1([C:8]2[NH:36][C:11]3[N:12]=[N:13][C:14]([C:16]#[C:17][CH2:18][CH2:19][C:20]4[S:24][C:23]([NH:25][C:26](=[O:35])[C@@H:27]([OH:34])[C:28]5[CH:33]=[CH:32][CH:31]=[CH:30][CH:29]=5)=[N:22][N:21]=4)=[CH:15][C:10]=3[CH:9]=2)[CH2:7][CH2:6]1.CO. (2) The reactants are: C([O:4][CH2:5][CH2:6][O:7][C:8]1[C:12]([C:13]2[CH:21]=[CH:20][C:16]3[O:17][CH2:18][O:19][C:15]=3[CH:14]=2)=[C:11]([N:22](S(C2C=CC(C(C)C)=CN=2)(=O)=O)[S:23]([C:26]2[CH:31]=[CH:30][C:29]([CH:32]([CH3:34])[CH3:33])=[CH:28][N:27]=2)(=[O:25])=[O:24])[N:10]([CH3:47])[N:9]=1)(=O)C.[OH-].[Na+]. Given the product [O:17]1[C:16]2[CH:20]=[CH:21][C:13]([C:12]3[C:8]([O:7][CH2:6][CH2:5][OH:4])=[N:9][N:10]([CH3:47])[C:11]=3[NH:22][S:23]([C:26]3[CH:31]=[CH:30][C:29]([CH:32]([CH3:34])[CH3:33])=[CH:28][N:27]=3)(=[O:25])=[O:24])=[CH:14][C:15]=2[O:19][CH2:18]1, predict the reactants needed to synthesize it. (3) Given the product [Br:6][C:7]1[CH:8]=[C:9]2[C:14](=[CH:15][CH:16]=1)[CH:13]=[C:12]([CH2:17][OH:18])[CH:11]=[CH:10]2, predict the reactants needed to synthesize it. The reactants are: C1COCC1.[Br:6][C:7]1[CH:8]=[C:9]2[C:14](=[CH:15][CH:16]=1)[CH:13]=[C:12]([C:17](O)=[O:18])[CH:11]=[CH:10]2.B.C1COCC1. (4) Given the product [NH2:21][C:18]1[N:17]=[CH:16][N:15]=[C:14]2[C:19]=1[N:20]=[C:12]([S:11][C:3]1[C:2]([I:1])=[CH:10][C:6]3[O:7][CH2:8][O:9][C:5]=3[CH:4]=1)[N:13]2[CH2:18][CH2:19][CH2:14][CH2:29][N:30]1[C:32](=[O:33])[C:3]2[C:2](=[CH:10][CH:6]=[CH:5][CH:4]=2)[C:23]1=[O:26], predict the reactants needed to synthesize it. The reactants are: [I:1][C:2]1[C:3]([S:11][C:12]2[NH:13][C:14]3[C:19]([N:20]=2)=[C:18]([NH2:21])[N:17]=[CH:16][N:15]=3)=[CH:4][C:5]2[O:9][CH2:8][O:7][C:6]=2[CH:10]=1.O.[C:23]([O-:26])([O-])=O.[Cs+].[Cs+].[CH3:29][N:30]([CH:32]=[O:33])C. (5) Given the product [F:7][C:8]1[CH:15]=[C:14]([CH:4]=[CH:3][C:1]#[N:2])[CH:13]=[CH:10][CH:9]=1, predict the reactants needed to synthesize it. The reactants are: [C:1]([CH2:3][C:4](O)=O)#[N:2].[F:7][C:8]1[CH:9]=[C:10]([CH:13]=[CH:14][CH:15]=1)C=O. (6) Given the product [CH:79]1[N:78]=[C:77]([C:71]2[CH:72]=[CH:73][CH:74]=[C:75]([CH3:76])[C:70]=2[C:13]2[CH:14]=[C:15]3[C:10](=[CH:11][CH:12]=2)[N:9]=[C:8]([NH2:26])[C:7]([N:4]2[CH2:3][CH2:2][O:1][CH2:6][CH2:5]2)=[CH:16]3)[N:81]2[CH:82]=[CH:83][CH:84]=[CH:85][C:80]=12, predict the reactants needed to synthesize it. The reactants are: [O:1]1[CH2:6][CH2:5][N:4]([C:7]2[C:8]([NH2:26])=[N:9][C:10]3[C:15]([CH:16]=2)=[CH:14][C:13](B2OC(C)(C)C(C)(C)O2)=[CH:12][CH:11]=3)[CH2:3][CH2:2]1.P([O-])([O-])([O-])=O.[K+].[K+].[K+].C1(P(C2CCCCC2)C2C=CC=CC=2C2C(C(C)C)=CC(C(C)C)=CC=2C(C)C)CCCCC1.I[C:70]1[C:75]([CH3:76])=[CH:74][CH:73]=[CH:72][C:71]=1[C:77]1[N:81]2[CH:82]=[CH:83][CH:84]=[CH:85][C:80]2=[CH:79][N:78]=1.